Task: Predict the reaction yield, written as a fraction of the theoretical maximum amount of product (1.0 means a 100% yield; for example, 0.34 means a 34% yield).. Dataset: Reaction yield outcomes from USPTO patents with 853,638 reactions (1) The reactants are [OH:1][C:2]1[CH:9]=[CH:8][C:5]([CH:6]=[O:7])=[CH:4][C:3]=1[O:10][CH3:11].C(=O)([O-])[O-].[Li+].[Li+].F[C:19]1[CH:26]=[CH:25][C:22]([C:23]#[N:24])=[C:21]([C:27]([F:30])([F:29])[F:28])[CH:20]=1.O. The catalyst is CS(C)=O. The product is [CH:6]([C:5]1[CH:8]=[CH:9][C:2]([O:1][C:19]2[CH:26]=[CH:25][C:22]([C:23]#[N:24])=[C:21]([C:27]([F:28])([F:30])[F:29])[CH:20]=2)=[C:3]([O:10][CH3:11])[CH:4]=1)=[O:7]. The yield is 0.920. (2) The reactants are [H-].[H-].[H-].[H-].[Li+].[Al+3].C([O:9][C:10](=O)[C:11]([CH2:41][CH:42]([CH3:44])[CH3:43])([O:17][C:18]1[CH:40]=[CH:39][C:21]2[C:22]3[N:26]([CH2:27][CH2:28][O:29][C:20]=2[CH:19]=1)[CH:25]=[C:24]([C:30]1[N:31]([CH:36]([CH3:38])[CH3:37])[N:32]=[C:33]([CH3:35])[N:34]=1)[N:23]=3)[C:12](OCC)=[O:13])C.CCOC(C)=O.[C@H](O)(C([O-])=O)[C@@H](O)C([O-])=O.[Na+].[K+]. The catalyst is C1COCC1. The product is [CH2:41]([C:11]([O:17][C:18]1[CH:40]=[CH:39][C:21]2[C:22]3[N:26]([CH2:27][CH2:28][O:29][C:20]=2[CH:19]=1)[CH:25]=[C:24]([C:30]1[N:31]([CH:36]([CH3:38])[CH3:37])[N:32]=[C:33]([CH3:35])[N:34]=1)[N:23]=3)([CH2:12][OH:13])[CH2:10][OH:9])[CH:42]([CH3:44])[CH3:43]. The yield is 0.540. (3) The reactants are [CH2:1]([O:3][C@@H:4]([CH2:10][C:11]1[CH:16]=[CH:15][C:14]([O:17][CH2:18][C:19]([N:21]([CH2:34][CH3:35])[CH2:22][C:23]2[CH:28]=[CH:27][C:26]([O:29][C:30]([F:33])([F:32])[F:31])=[CH:25][CH:24]=2)=[O:20])=[CH:13][CH:12]=1)[C:5]([O:7]CC)=[O:6])[CH3:2].[Li+].[OH-].Cl. The catalyst is C1COCC1. The product is [CH2:1]([O:3][C@@H:4]([CH2:10][C:11]1[CH:16]=[CH:15][C:14]([O:17][CH2:18][C:19]([N:21]([CH2:34][CH3:35])[CH2:22][C:23]2[CH:28]=[CH:27][C:26]([O:29][C:30]([F:32])([F:33])[F:31])=[CH:25][CH:24]=2)=[O:20])=[CH:13][CH:12]=1)[C:5]([OH:7])=[O:6])[CH3:2]. The yield is 0.870. (4) The reactants are [Cl:1][C:2]1[CH:7]=[C:6]([Cl:8])[CH:5]=[C:4]([Cl:9])[C:3]=1Br.[CH3:11][O:12][C:13]1[CH:18]=[CH:17][CH:16]=[CH:15][C:14]=1B(O)O.C(=O)([O-])[O-].[K+].[K+].CC1C=CC(S(OCC2CC3C(C4C=CC=CC=4)=CC=CC=3O2)(=O)=O)=CC=1. The catalyst is CC1C=CC=CC=1[P](C1C=CC=CC=1C)([Pd](Cl)(Cl)[P](C1=C(C)C=CC=C1)(C1C=CC=CC=1C)C1C=CC=CC=1C)C1C=CC=CC=1C. The product is [CH3:11][O:12][C:13]1[C:14]([C:3]2[C:2]([Cl:1])=[CH:7][C:6]([Cl:8])=[CH:5][C:4]=2[Cl:9])=[CH:15][CH:16]=[CH:17][CH:18]=1. The yield is 0.610.